Predict the reaction yield, written as a fraction of the theoretical maximum amount of product (1.0 means a 100% yield; for example, 0.34 means a 34% yield). From a dataset of Reaction yield outcomes from USPTO patents with 853,638 reactions. (1) The reactants are [CH2:1]([O:3][C:4]1[CH:13]=[CH:12][C:7]2[N:8]=[C:9]([NH2:11])[S:10][C:6]=2[CH:5]=1)[CH3:2].C(N(C(C)C)CC)(C)C.CNC1(NC)C=CN=CC1.[Cl:33][C:34]1[CH:35]=[C:36]([CH:40]=[CH:41][CH:42]=1)[C:37](Cl)=[O:38]. The catalyst is O1CCCC1. The product is [Cl:33][C:34]1[CH:35]=[C:36]([CH:40]=[CH:41][CH:42]=1)[C:37]([NH:11][C:9]1[S:10][C:6]2[CH:5]=[C:4]([O:3][CH2:1][CH3:2])[CH:13]=[CH:12][C:7]=2[N:8]=1)=[O:38]. The yield is 0.700. (2) The reactants are Cl.F[C:3]1[CH:12]=[C:11]2[C:6]([C:7](=[O:28])[NH:8][C:9]([C:13]3[CH:18]=[CH:17][CH:16]=[C:15]([N:19]4[CH2:24][CH2:23][N:22]([CH:25](C)C)[CH2:21][CH2:20]4)[N:14]=3)=[N:10]2)=[C:5]([O:29][CH3:30])[CH:4]=1.[CH2:31]([O:38]C1C=CC(OC)=C(C=1)C=O)C1C=CC=CC=1.[OH-:49].[Li+]. The product is [CH3:30][O:29][C:5]1[CH:4]=[C:3]([O:38][CH3:31])[CH:12]=[C:11]2[C:6]=1[C:7](=[O:28])[NH:8][C:9]([C:13]1[CH:18]=[CH:17][CH:16]=[C:15]([N:19]3[CH2:20][CH2:21][N:22]([CH3:25])[C:23](=[O:49])[CH2:24]3)[N:14]=1)=[N:10]2. The yield is 0.180. The catalyst is C1OCCOCCOCCOCCOC1. (3) The reactants are C(OC(=O)[N:7]([O:30][CH2:31][C:32]1[CH:37]=[CH:36][CH:35]=[CH:34][CH:33]=1)[CH2:8][C@@H:9]([C:14]([N:16]1[CH2:21][CH2:20][N:19]([C:22]2[CH:27]=[CH:26][C:25]([O:28][CH3:29])=[CH:24][CH:23]=2)[CH2:18][CH2:17]1)=[O:15])[CH2:10][CH:11]([CH3:13])[CH3:12])(C)(C)C.Cl.O1CCOCC1. The catalyst is C(Cl)Cl. The product is [CH2:31]([O:30][NH:7][CH2:8][C@@H:9]([C:14]([N:16]1[CH2:17][CH2:18][N:19]([C:22]2[CH:27]=[CH:26][C:25]([O:28][CH3:29])=[CH:24][CH:23]=2)[CH2:20][CH2:21]1)=[O:15])[CH2:10][CH:11]([CH3:13])[CH3:12])[C:32]1[CH:33]=[CH:34][CH:35]=[CH:36][CH:37]=1. The yield is 1.00. (4) The reactants are [Cl:1][C:2]1[C:3]([F:34])=[C:4]([CH:31]=[CH:32][CH:33]=1)[NH:5][C:6]1[C:15]2[C:10](=[CH:11][C:12]([O:29][CH3:30])=[C:13]([O:16][C@H:17]3[CH2:21][CH2:20][N:19]([C:22](OC(C)(C)C)=O)[CH2:18]3)[CH:14]=2)[N:9]=[CH:8][N:7]=1.C=O. The catalyst is C(O)=O. The product is [Cl:1][C:2]1[C:3]([F:34])=[C:4]([CH:31]=[CH:32][CH:33]=1)[NH:5][C:6]1[C:15]2[C:10](=[CH:11][C:12]([O:29][CH3:30])=[C:13]([O:16][C@H:17]3[CH2:21][CH2:20][N:19]([CH3:22])[CH2:18]3)[CH:14]=2)[N:9]=[CH:8][N:7]=1. The yield is 0.350. (5) The reactants are [F:1][C:2]1[CH:7]=[CH:6][C:5]([C:8]2[O:9][C:10]3[CH:20]=[CH:19][C:18]([C:21]4[C:22]([CH3:39])=[CH:23][C:24](OS(C(F)(F)F)(=O)=O)=[C:25]([CH:30]=4)[C:26]([O:28][CH3:29])=[O:27])=[CH:17][C:11]=3[C:12]=2[C:13](=[O:16])[NH:14][CH3:15])=[CH:4][CH:3]=1.O1CCOCC1.[Cl:46][C:47]1[CH:52]=[CH:51][CH:50]=[CH:49][C:48]=1B(O)O.C(=O)([O-])[O-].[Cs+].[Cs+]. The product is [Cl:46][C:47]1[CH:52]=[CH:51][CH:50]=[CH:49][C:48]=1[C:24]1[C:25]([C:26]([O:28][CH3:29])=[O:27])=[CH:30][C:21]([C:18]2[CH:19]=[CH:20][C:10]3[O:9][C:8]([C:5]4[CH:4]=[CH:3][C:2]([F:1])=[CH:7][CH:6]=4)=[C:12]([C:13](=[O:16])[NH:14][CH3:15])[C:11]=3[CH:17]=2)=[C:22]([CH3:39])[CH:23]=1. The catalyst is C(#N)C.C1C=CC([P]([Pd]([P](C2C=CC=CC=2)(C2C=CC=CC=2)C2C=CC=CC=2)([P](C2C=CC=CC=2)(C2C=CC=CC=2)C2C=CC=CC=2)[P](C2C=CC=CC=2)(C2C=CC=CC=2)C2C=CC=CC=2)(C2C=CC=CC=2)C2C=CC=CC=2)=CC=1.O. The yield is 0.890. (6) The reactants are [CH2:1]([O:8][C@H:9]([CH2:15][CH2:16][CH2:17][CH2:18][CH2:19][CH2:20][CH2:21][CH2:22][CH2:23][CH2:24][CH3:25])[CH2:10][C:11]([O:13]C)=[O:12])[C:2]1[CH:7]=[CH:6][CH:5]=[CH:4][CH:3]=1.O.[OH-].[Li+].Cl. The catalyst is C1COCC1.CO.CC#N.O. The product is [CH2:1]([O:8][C@H:9]([CH2:15][CH2:16][CH2:17][CH2:18][CH2:19][CH2:20][CH2:21][CH2:22][CH2:23][CH2:24][CH3:25])[CH2:10][C:11]([OH:13])=[O:12])[C:2]1[CH:7]=[CH:6][CH:5]=[CH:4][CH:3]=1. The yield is 0.790.